From a dataset of Catalyst prediction with 721,799 reactions and 888 catalyst types from USPTO. Predict which catalyst facilitates the given reaction. Reactant: [N:1]([C:4]1[CH:9]=[C:8]([C:10]([O:12]C)=[O:11])[CH:7]=[CH:6][C:5]=1[C:14]([O:16]C)=O)=[C:2]=[S:3].[N:18]1[CH:23]=[CH:22][C:21]([NH2:24])=[N:20][CH:19]=1.[OH-].[Na+].Cl. Product: [O:16]=[C:14]1[C:5]2[C:4](=[CH:9][C:8]([C:10]([OH:12])=[O:11])=[CH:7][CH:6]=2)[NH:1][C:2](=[S:3])[N:24]1[C:21]1[CH:22]=[CH:23][N:18]=[CH:19][N:20]=1. The catalyst class is: 3.